From a dataset of Forward reaction prediction with 1.9M reactions from USPTO patents (1976-2016). Predict the product of the given reaction. (1) Given the reactants BrC1N=C2C=C(O)C([F:11])=CN2C=1.[CH3:13][O:14][C:15]1[N:20]=[CH:19][C:18](B(O)O)=[CH:17][N:16]=1.FC1N=CC([C:31]2[N:32]=[C:33]3[CH:38]=[CH:37][C:36]([O:39]C)=[CH:35][N:34]3[CH:41]=2)=CC=1, predict the reaction product. The product is: [F:11][C:37]1[C:36]([OH:39])=[CH:35][N:34]2[CH:41]=[C:31]([C:18]3[CH:17]=[N:16][C:15]([O:14][CH3:13])=[N:20][CH:19]=3)[N:32]=[C:33]2[CH:38]=1. (2) Given the reactants [CH3:1][C:2]([CH3:19])([CH3:18])[CH2:3][NH:4][C:5]1[C:14]2[C:9](=[CH:10][CH:11]=[C:12]([OH:15])[CH:13]=2)[N:8]=[C:7]([C:16]#[N:17])[N:6]=1.Cl[CH2:21][CH2:22][CH2:23][N:24]1[CH2:29][CH2:28][N:27]([CH2:30][CH2:31]C)[CH2:26][CH2:25]1.[C:33](=O)([O-])[O-:34].[Cs+].[Cs+].O, predict the reaction product. The product is: [CH3:1][C:2]([CH3:19])([CH3:18])[CH2:3][NH:4][C:5]1[C:14]2[C:9](=[CH:10][CH:11]=[C:12]([O:15][CH2:21][CH2:22][CH2:23][N:24]3[CH2:29][CH2:28][N:27]([CH2:30][CH2:31][O:34][CH3:33])[CH2:26][CH2:25]3)[CH:13]=2)[N:8]=[C:7]([C:16]#[N:17])[N:6]=1. (3) Given the reactants Cl[CH:2]1[C:7](=[O:8])[CH2:6][C:5]([CH2:14][CH2:15][C:16]2[CH:21]=[CH:20][C:19]([O:22][CH3:23])=[C:18]([Cl:24])[CH:17]=2)([CH:9]2[CH2:13][CH2:12][CH2:11][CH2:10]2)[O:4][C:3]1=[O:25].[CH3:26][C:27]1[C:32]([C:33]#[N:34])=[C:31]([SH:35])[N:30]=[C:29]([CH3:36])[CH:28]=1, predict the reaction product. The product is: [Cl:24][C:18]1[CH:17]=[C:16]([CH2:15][CH2:14][C:5]2([CH:9]3[CH2:13][CH2:12][CH2:11][CH2:10]3)[O:4][C:3](=[O:25])[C:2]([S:35][C:31]3[N:30]=[C:29]([CH3:36])[CH:28]=[C:27]([CH3:26])[C:32]=3[C:33]#[N:34])=[C:7]([OH:8])[CH2:6]2)[CH:21]=[CH:20][C:19]=1[O:22][CH3:23]. (4) The product is: [CH2:1]([O:3][C:4](=[O:25])[C:5]1[CH:10]=[C:9]([N:11]2[C:15]([CH3:16])=[CH:14][CH:13]=[C:12]2[C:17]2[CH:22]=[C:21]([Br:23])[CH:20]=[CH:19][C:18]=2[O:24][CH2:31][C:30]2[CH:33]=[CH:34][C:27]([Cl:26])=[CH:28][CH:29]=2)[CH:8]=[N:7][CH:6]=1)[CH3:2]. Given the reactants [CH2:1]([O:3][C:4](=[O:25])[C:5]1[CH:10]=[C:9]([N:11]2[C:15]([CH3:16])=[CH:14][CH:13]=[C:12]2[C:17]2[CH:22]=[C:21]([Br:23])[CH:20]=[CH:19][C:18]=2[OH:24])[CH:8]=[N:7][CH:6]=1)[CH3:2].[Cl:26][C:27]1[CH:34]=[CH:33][C:30]([CH2:31]Br)=[CH:29][CH:28]=1.C(=O)([O-])[O-].[K+].[K+], predict the reaction product. (5) The product is: [F:39][C:30]([F:40])([CH2:31][O:32][C:33]1[CH:38]=[CH:37][CH:36]=[CH:35][CH:34]=1)/[CH:29]=[CH:28]/[C@H:15]1[C@H:14]([OH:43])[CH2:27][C@H:46]([OH:47])[C@@H:16]1[CH2:25]/[CH:24]=[CH:23]\[CH2:22][CH2:21][CH2:20][C:19]([OH:26])=[O:18]. Given the reactants C1(C2C=CC(C(O[C@@H:14]3[CH2:27][C@@H]4[O:18][C:19](=[O:26])[CH2:20][CH2:21][CH2:22][CH:23]=[CH:24][CH2:25][C@@H:16]4[C@H:15]3/[CH:28]=[CH:29]/[C:30]([F:40])([F:39])[CH2:31][O:32][C:33]3[CH:38]=[CH:37][CH:36]=[CH:35][CH:34]=3)=O)=CC=2)C=CC=CC=1.[OH-:43].[Na+].Cl.[CH3:46][OH:47], predict the reaction product. (6) Given the reactants [C:1]([C:3]1[CH:24]=[CH:23][C:6]([C:7]([N:9]([CH2:21][CH3:22])[C:10]2[C:11]([O:19][CH3:20])=[C:12]([CH:16]=[CH:17][CH:18]=2)[C:13](O)=[O:14])=[O:8])=[CH:5][CH:4]=1)#[N:2].C(Cl)(=O)C(Cl)=O.[Br:31][C:32]1[CH:38]=[C:37]([C:39]([F:48])([C:44]([F:47])([F:46])[F:45])[C:40]([F:43])([F:42])[F:41])[CH:36]=[C:35]([Cl:49])[C:33]=1[NH2:34].C(N(CC)CC)C, predict the reaction product. The product is: [Br:31][C:32]1[CH:38]=[C:37]([C:39]([F:48])([C:44]([F:45])([F:46])[F:47])[C:40]([F:43])([F:42])[F:41])[CH:36]=[C:35]([Cl:49])[C:33]=1[NH:34][C:13](=[O:14])[C:12]1[CH:16]=[CH:17][CH:18]=[C:10]([N:9]([C:7](=[O:8])[C:6]2[CH:5]=[CH:4][C:3]([C:1]#[N:2])=[CH:24][CH:23]=2)[CH2:21][CH3:22])[C:11]=1[O:19][CH3:20]. (7) Given the reactants C([O:3][C:4](=O)[C:5]([OH:23])([C:19]([F:22])([F:21])[F:20])[CH2:6][C:7]([C:10]1[C:18]2[O:17][CH2:16][O:15][C:14]=2[CH:13]=[CH:12][CH:11]=1)([CH3:9])[CH3:8])C.[H-].[Al+3].[Li+].[H-].[H-].[H-].C(=O)(O)[O-], predict the reaction product. The product is: [O:15]1[C:14]2[CH:13]=[CH:12][CH:11]=[C:10]([C:7]([CH3:9])([CH3:8])[CH2:6][C:5]([OH:23])([C:19]([F:22])([F:21])[F:20])[CH2:4][OH:3])[C:18]=2[O:17][CH2:16]1.